From a dataset of Forward reaction prediction with 1.9M reactions from USPTO patents (1976-2016). Predict the product of the given reaction. (1) Given the reactants [CH2:1]([C@@H:8]1[C:14](=[O:15])[N:13]([CH3:16])[CH2:12][C:11]2[CH:17]=[C:18]([C:21](OC(C)(C)C)=[O:22])[CH:19]=[CH:20][C:10]=2[NH:9]1)[C:2]1[CH:7]=[CH:6][CH:5]=[CH:4][CH:3]=1.[CH3:28][N:29]1[C:37]2[C:32](=[CH:33][CH:34]=[CH:35][CH:36]=2)[CH:31]=[C:30]1[CH2:38][NH:39][CH3:40].CCN(CC)CC.C1C=CC2N(O)N=NC=2C=1.O.CCN=C=NCCCN(C)C.Cl, predict the reaction product. The product is: [CH2:1]([C@@H:8]1[C:14](=[O:15])[N:13]([CH3:16])[CH2:12][C:11]2[CH:17]=[C:18]([C:21]([N:39]([CH3:40])[CH2:38][C:30]3[N:29]([CH3:28])[C:37]4[C:32]([CH:31]=3)=[CH:33][CH:34]=[CH:35][CH:36]=4)=[O:22])[CH:19]=[CH:20][C:10]=2[NH:9]1)[C:2]1[CH:7]=[CH:6][CH:5]=[CH:4][CH:3]=1. (2) Given the reactants C(Cl)(=O)[C:2](Cl)=[O:3].CN(C)C=O.[Cl:12][C:13]1[CH:14]=[C:15]([C:23]2[O:27][N:26]=[C:25]([C:28]3[CH:29]=[CH:30][CH:31]=[C:32]4[C:36]=3[N:35]([CH3:37])[CH:34]=[CH:33]4)[N:24]=2)[CH:16]=[CH:17][C:18]=1[O:19][CH:20]([CH3:22])[CH3:21], predict the reaction product. The product is: [Cl:12][C:13]1[CH:14]=[C:15]([C:23]2[O:27][N:26]=[C:25]([C:28]3[CH:29]=[CH:30][CH:31]=[C:32]4[C:36]=3[N:35]([CH3:37])[CH:34]=[C:33]4[CH:2]=[O:3])[N:24]=2)[CH:16]=[CH:17][C:18]=1[O:19][CH:20]([CH3:21])[CH3:22]. (3) The product is: [F:1][C:2]1[CH:7]=[C:6]([CH:5]=[C:4]([F:11])[C:3]=1[N:12]1[CH2:13][CH2:14][CH:15]([C:18]2[CH:23]=[CH:22][CH:21]=[CH:20][CH:19]=2)[CH2:16][CH2:17]1)[NH2:8]. Given the reactants [F:1][C:2]1[CH:7]=[C:6]([N+:8]([O-])=O)[CH:5]=[C:4]([F:11])[C:3]=1[N:12]1[CH2:17][CH2:16][CH:15]([C:18]2[CH:23]=[CH:22][CH:21]=[CH:20][CH:19]=2)[CH2:14][CH2:13]1.[Cl-].[NH4+].CCO.C1COCC1, predict the reaction product. (4) Given the reactants C(OC([N:8]1[CH2:13][CH2:12][N:11]([C:14]2[CH:15]=[N:16][C:17]([NH:20][C:21]3[N:22]=[CH:23][C:24]4[CH:30]=[CH:29][C:28](=[O:31])[N:27]([CH:32]5[CH2:36][CH2:35][CH2:34][CH2:33]5)[C:25]=4[N:26]=3)=[CH:18][CH:19]=2)[CH2:10][CH2:9]1)=O)(C)(C)C.[ClH:37], predict the reaction product. The product is: [ClH:37].[CH:32]1([N:27]2[C:25]3[N:26]=[C:21]([NH:20][C:17]4[CH:18]=[CH:19][C:14]([N:11]5[CH2:10][CH2:9][NH:8][CH2:13][CH2:12]5)=[CH:15][N:16]=4)[N:22]=[CH:23][C:24]=3[CH:30]=[CH:29][C:28]2=[O:31])[CH2:36][CH2:35][CH2:34][CH2:33]1. (5) The product is: [Cl:32][C:29]1[CH:30]=[CH:31][C:26]([C:24]2[S:23][C:20]3[C:21](=[O:22])[N:16]([CH2:15][CH2:14][C:11]4[CH:12]=[CH:13][C:8]([CH2:7][N:5]([CH3:6])[C:3](=[O:4])[CH2:2][NH:34][CH3:33])=[CH:9][CH:10]=4)[CH:17]=[N:18][C:19]=3[CH:25]=2)=[CH:27][CH:28]=1. Given the reactants Cl[CH2:2][C:3]([N:5]([CH2:7][C:8]1[CH:13]=[CH:12][C:11]([CH2:14][CH2:15][N:16]2[C:21](=[O:22])[C:20]3[S:23][C:24]([C:26]4[CH:31]=[CH:30][C:29]([Cl:32])=[CH:28][CH:27]=4)=[CH:25][C:19]=3[N:18]=[CH:17]2)=[CH:10][CH:9]=1)[CH3:6])=[O:4].[CH3:33][NH2:34], predict the reaction product. (6) The product is: [O:20]1[C:21]2[CH:27]=[CH:26][CH:25]=[CH:24][C:22]=2[N:23]=[C:19]1[NH:17][C:14]1[CH:15]=[CH:16][C:11]([NH:10][C:5]2[C:4]([N+:1]([O-:3])=[O:2])=[CH:9][N:8]=[CH:7][N:6]=2)=[CH:12][CH:13]=1. Given the reactants [N+:1]([C:4]1[C:5]([NH:10][C:11]2[CH:16]=[CH:15][C:14]([NH2:17])=[CH:13][CH:12]=2)=[N:6][CH:7]=[N:8][CH:9]=1)([O-:3])=[O:2].Cl[C:19]1[O:20][C:21]2[CH:27]=[CH:26][CH:25]=[CH:24][C:22]=2[N:23]=1, predict the reaction product. (7) Given the reactants Br[C:2]1[CH:11]=[CH:10][CH:9]=[C:8]2[C:3]=1[CH:4]=[CH:5][C:6]([S:12]([N:15](CC1C=CC(OC)=CC=1OC)[C:16]1[S:20][N:19]=[CH:18][N:17]=1)(=[O:14])=[O:13])=[CH:7]2.[CH3:32][O:33][C:34]1[CH:39]=[CH:38][CH:37]=[CH:36][C:35]=1B(O)O.P([O-])([O-])([O-])=O.[K+].[K+].[K+].O1CCOCC1, predict the reaction product. The product is: [CH3:32][O:33][C:34]1[CH:39]=[CH:38][CH:37]=[CH:36][C:35]=1[C:2]1[CH:11]=[CH:10][CH:9]=[C:8]2[C:3]=1[CH:4]=[CH:5][C:6]([S:12]([NH:15][C:16]1[S:20][N:19]=[CH:18][N:17]=1)(=[O:14])=[O:13])=[CH:7]2. (8) Given the reactants [NH2:1][C:2]1[S:3][C:4]2[CH2:10][C@@H:9]([NH2:11])[CH2:8][CH2:7][C:5]=2[N:6]=1.[C:12]1([CH3:25])[CH:17]=[CH:16][C:15]([S:18]([O:21]CCC)(=[O:20])=[O:19])=[CH:14][CH:13]=1, predict the reaction product. The product is: [CH3:13][CH2:12][CH2:17][NH:11][C@@H:9]1[CH2:10][C:4]2[S:3][C:2]([NH2:1])=[N:6][C:5]=2[CH2:7][CH2:8]1.[CH3:25][C:12]1[CH:17]=[CH:16][C:15]([S:18]([OH:21])(=[O:20])=[O:19])=[CH:14][CH:13]=1. (9) Given the reactants Br[C:2]1[C:7]([NH2:8])=[C:6]([F:9])[C:5]([CH3:10])=[CH:4][CH:3]=1.C(N(CC)C(C)C)(C)C.C(OCC)(=O)C.O, predict the reaction product. The product is: [F:9][C:6]1[C:5]([CH3:10])=[CH:4][CH:3]=[CH:2][C:7]=1[NH2:8]. (10) Given the reactants [Cl:1][C:2]1[CH:3]=[C:4]([C:9]2[N:10]=[CH:11][N:12]([CH2:14][CH2:15][N:16]([CH3:18])[CH3:17])[CH:13]=2)[CH:5]=[CH:6][C:7]=1[F:8].C([Li])CCC.[C:24]([O:28][C:29]([N:31]1[CH2:36][CH2:35][C:34](=[O:37])[CH2:33][CH2:32]1)=[O:30])([CH3:27])([CH3:26])[CH3:25], predict the reaction product. The product is: [C:24]([O:28][C:29]([N:31]1[CH2:36][CH2:35][C:34]([C:11]2[N:12]([CH2:14][CH2:15][N:16]([CH3:18])[CH3:17])[CH:13]=[C:9]([C:4]3[CH:5]=[CH:6][C:7]([F:8])=[C:2]([Cl:1])[CH:3]=3)[N:10]=2)([OH:37])[CH2:33][CH2:32]1)=[O:30])([CH3:27])([CH3:25])[CH3:26].